From a dataset of Forward reaction prediction with 1.9M reactions from USPTO patents (1976-2016). Predict the product of the given reaction. (1) Given the reactants C(N(C(C)C)CC)(C)C.FC(F)(F)C(O)=O.[CH3:17][O:18][C:19](=[O:38])[CH2:20][C:21]1[CH:30]=[C:29]([CH:31]2[CH2:36][CH2:35][NH:34][CH2:33][CH2:32]2)[C:28]2[C:23](=[CH:24][CH:25]=[C:26]([F:37])[CH:27]=2)[CH:22]=1.[C:39]1([CH3:49])[CH:44]=[CH:43][C:42]([S:45](Cl)(=[O:47])=[O:46])=[CH:41][CH:40]=1, predict the reaction product. The product is: [CH3:17][O:18][C:19](=[O:38])[CH2:20][C:21]1[CH:30]=[C:29]([CH:31]2[CH2:36][CH2:35][N:34]([S:45]([C:42]3[CH:43]=[CH:44][C:39]([CH3:49])=[CH:40][CH:41]=3)(=[O:47])=[O:46])[CH2:33][CH2:32]2)[C:28]2[C:23](=[CH:24][CH:25]=[C:26]([F:37])[CH:27]=2)[CH:22]=1. (2) Given the reactants C[O:2][C:3]1(OC)[CH2:8][CH2:7][N:6]([C:9]2[CH:14]=[CH:13][C:12]([N:15]3[CH2:19][C@H:18]([CH2:20][CH2:21][C:22]([NH2:24])=[O:23])[O:17][C:16]3=[O:25])=[CH:11][C:10]=2[F:26])[CH2:5][CH:4]1[F:27].CSC.C(Cl)(=O)C, predict the reaction product. The product is: [O:2]=[C:3]1[CH2:8][CH2:7][N:6]([C:9]2[CH:14]=[CH:13][C:12]([N:15]3[CH2:19][C@H:18]([CH2:20][CH2:21][C:22]([NH2:24])=[O:23])[O:17][C:16]3=[O:25])=[CH:11][C:10]=2[F:26])[CH2:5][CH:4]1[F:27]. (3) Given the reactants [F:1][C:2]([F:11])([CH2:7][CH2:8][CH:9]=[CH2:10])[C:3]([NH:5][NH2:6])=O.C([O-])([O-])=O.[K+].[K+].Cl.[CH3:19][NH:20][C:21]([C:24]1[CH:29]=[CH:28][CH:27]=[CH:26][CH:25]=1)=NC, predict the reaction product. The product is: [F:1][C:2]([C:3]1[N:20]([CH3:19])[C:21]([C:24]2[CH:29]=[CH:28][CH:27]=[CH:26][CH:25]=2)=[N:6][N:5]=1)([F:11])[CH2:7][CH2:8][CH:9]=[CH2:10].